This data is from Forward reaction prediction with 1.9M reactions from USPTO patents (1976-2016). The task is: Predict the product of the given reaction. (1) Given the reactants [CH2:1]([O:3][C:4]([N:6]1[C:10]([NH:11][C:12](=[O:27])[C:13]2[CH:18]=[CH:17][C:16]([N:19]3[CH2:24][CH2:23][N:22]([CH3:25])[CH2:21][CH2:20]3)=[CH:15][C:14]=2[NH2:26])=[C:9]2[CH2:28][N:29]([S:33]([C:36]3[CH:41]=[C:40]([F:42])[CH:39]=[C:38]([F:43])[CH:37]=3)(=[O:35])=[O:34])[C:30]([CH3:32])([CH3:31])[C:8]2=[N:7]1)=[O:5])[CH3:2].C(N(CC)C(C)C)(C)C.[N:53]1([C:59](Cl)=[O:60])[CH2:58][CH2:57][O:56][CH2:55][CH2:54]1.O1CCCC1, predict the reaction product. The product is: [CH2:1]([O:3][C:4]([N:6]1[C:10]([NH:11][C:12](=[O:27])[C:13]2[CH:18]=[CH:17][C:16]([N:19]3[CH2:24][CH2:23][N:22]([CH3:25])[CH2:21][CH2:20]3)=[CH:15][C:14]=2[NH:26][C:59]([N:53]2[CH2:58][CH2:57][O:56][CH2:55][CH2:54]2)=[O:60])=[C:9]2[CH2:28][N:29]([S:33]([C:36]3[CH:41]=[C:40]([F:42])[CH:39]=[C:38]([F:43])[CH:37]=3)(=[O:35])=[O:34])[C:30]([CH3:32])([CH3:31])[C:8]2=[N:7]1)=[O:5])[CH3:2]. (2) Given the reactants [CH3:1][S-:2].[Na+].[CH3:4][C:5]1[S:13][C:12]2[C:11](Cl)=[N:10][CH:9]=[N:8][C:7]=2[CH:6]=1, predict the reaction product. The product is: [CH3:4][C:5]1[S:13][C:12]2[C:11]([S:2][CH3:1])=[N:10][CH:9]=[N:8][C:7]=2[CH:6]=1.